Dataset: Reaction yield outcomes from USPTO patents with 853,638 reactions. Task: Predict the reaction yield, written as a fraction of the theoretical maximum amount of product (1.0 means a 100% yield; for example, 0.34 means a 34% yield). (1) The reactants are [F:1][C:2]([F:25])([F:24])[O:3][C:4]1[CH:23]=[CH:22][C:7]([O:8][CH:9]2[CH2:14][CH2:13][N:12]([C:15]3[CH:20]=[CH:19][C:18]([OH:21])=[CH:17][CH:16]=3)[CH2:11][CH2:10]2)=[CH:6][CH:5]=1.[H-].[Na+].Br[C:29]1[N:30]([CH2:37][C@:38]2([CH3:41])[CH2:40][O:39]2)[CH:31]=[C:32]([N+:34]([O-:36])=[O:35])[N:33]=1. The catalyst is CN(C=O)C. The product is [CH3:40][C@@:38]1([CH2:41][O:21][C:18]2[CH:19]=[CH:20][C:15]([N:12]3[CH2:11][CH2:10][CH:9]([O:8][C:7]4[CH:22]=[CH:23][C:4]([O:3][C:2]([F:1])([F:24])[F:25])=[CH:5][CH:6]=4)[CH2:14][CH2:13]3)=[CH:16][CH:17]=2)[O:39][C:29]2=[N:33][C:32]([N+:34]([O-:36])=[O:35])=[CH:31][N:30]2[CH2:37]1. The yield is 0.330. (2) The reactants are ClC1C=CC=C(C(OO)=[O:9])C=1.[Br:12][C:13]1[CH:14]=[C:15]2[CH:21]=[CH:20][NH:19][C:16]2=[N:17][CH:18]=1.C(=O)([O-])O.[Na+]. The catalyst is C(OCC)(=O)C. The product is [Br:12][C:13]1[CH:14]=[C:15]2[CH:21]=[CH:20][NH:19][C:16]2=[N+:17]([O-:9])[CH:18]=1. The yield is 0.750. (3) The reactants are [NH2:1][C:2]1[N:7]=[C:6](Cl)[CH:5]=[C:4]([CH:9]2[CH2:13][CH2:12][CH2:11][CH2:10]2)[N:3]=1.[CH3:14][N:15]1[CH2:20][CH2:19][NH:18][CH2:17][CH2:16]1. The catalyst is CCO. The product is [CH:9]1([C:4]2[CH:5]=[C:6]([N:18]3[CH2:19][CH2:20][N:15]([CH3:14])[CH2:16][CH2:17]3)[N:7]=[C:2]([NH2:1])[N:3]=2)[CH2:13][CH2:12][CH2:11][CH2:10]1. The yield is 0.660. (4) The reactants are [NH2:1][C:2]1[N:3]=[C:4]2[CH:9]=[CH:8][C:7]([O:10][C:11]3[CH:12]=[C:13]([NH:17][C:18](=[O:30])[C:19]4[CH:24]=[CH:23][CH:22]=[C:21]([C:25]5([C:28]#[N:29])[CH2:27][CH2:26]5)[CH:20]=4)[CH:14]=[CH:15][CH:16]=3)=[N:6][N:5]2[CH:31]=1.C(N(CC)CC)C.[C:39]([O:42][CH2:43][C:44](Cl)=[O:45])(=[O:41])[CH3:40]. The catalyst is O1CCCC1. The product is [C:39]([O:42][CH2:43][C:44]([NH:1][C:2]1[N:3]=[C:4]2[CH:9]=[CH:8][C:7]([O:10][C:11]3[CH:16]=[CH:15][CH:14]=[C:13]([NH:17][C:18](=[O:30])[C:19]4[CH:24]=[CH:23][CH:22]=[C:21]([C:25]5([C:28]#[N:29])[CH2:27][CH2:26]5)[CH:20]=4)[CH:12]=3)=[N:6][N:5]2[CH:31]=1)=[O:45])(=[O:41])[CH3:40]. The yield is 0.740. (5) The reactants are [NH2:1][C:2]1[N:7]=[C:6]([NH:8][CH2:9][CH3:10])[C:5](/[CH:11]=[CH:12]/[C:13](OCC)=[O:14])=[C:4]([CH3:18])[N:3]=1.C1CCN2C(=NCCC2)CC1. The catalyst is O. The product is [NH2:1][C:2]1[N:3]=[C:4]([CH3:18])[C:5]2[CH:11]=[CH:12][C:13](=[O:14])[N:8]([CH2:9][CH3:10])[C:6]=2[N:7]=1. The yield is 0.735.